Predict the product of the given reaction. From a dataset of Forward reaction prediction with 1.9M reactions from USPTO patents (1976-2016). (1) Given the reactants [CH2:1]([O:8][C:9]1[CH:10]=[C:11]2[C:16](=[CH:17][CH:18]=1)[C:15](=[O:19])[N:14]([CH2:20][CH:21]([CH3:23])[CH3:22])[C:13]([C:24]([O:26][CH3:27])=[O:25])=[C:12]2OS(C(F)(F)F)(=O)=O)[C:2]1[CH:7]=[CH:6][CH:5]=[CH:4][CH:3]=1.[S:36]1[CH:40]=[CH:39][CH:38]=[C:37]1B(O)O.C(=O)([O-])[O-].[Na+].[Na+].C1(C)C=CC=CC=1, predict the reaction product. The product is: [CH2:1]([O:8][C:9]1[CH:10]=[C:11]2[C:16](=[CH:17][CH:18]=1)[C:15](=[O:19])[N:14]([CH2:20][CH:21]([CH3:23])[CH3:22])[C:13]([C:24]([O:26][CH3:27])=[O:25])=[C:12]2[C:37]1[S:36][CH:40]=[CH:39][CH:38]=1)[C:2]1[CH:3]=[CH:4][CH:5]=[CH:6][CH:7]=1. (2) The product is: [ClH:10].[ClH:10].[Cl:10][C:11]1[CH:20]=[CH:19][C:14]([O:15][CH2:16][CH2:17][NH:18][CH2:22][CH2:23][NH:24][S:25]([C:28]2[C:29]3[CH:30]=[CH:31][N:32]=[CH:33][C:34]=3[CH:35]=[CH:36][CH:37]=2)(=[O:26])=[O:27])=[CH:13][CH:12]=1. Given the reactants CC(C[AlH]CC(C)C)C.[Cl:10][C:11]1[CH:20]=[CH:19][C:14]([O:15][CH2:16][C:17]#[N:18])=[CH:13][CH:12]=1.N[CH2:22][CH2:23][NH:24][S:25]([C:28]1[C:29]2[CH:30]=[CH:31][N:32]=[CH:33][C:34]=2[CH:35]=[CH:36][CH:37]=1)(=[O:27])=[O:26], predict the reaction product.